Dataset: NCI-60 drug combinations with 297,098 pairs across 59 cell lines. Task: Regression. Given two drug SMILES strings and cell line genomic features, predict the synergy score measuring deviation from expected non-interaction effect. (1) Drug 1: CCCS(=O)(=O)NC1=C(C(=C(C=C1)F)C(=O)C2=CNC3=C2C=C(C=N3)C4=CC=C(C=C4)Cl)F. Drug 2: C1CC(C1)(C(=O)O)C(=O)O.[NH2-].[NH2-].[Pt+2]. Cell line: SN12C. Synergy scores: CSS=16.4, Synergy_ZIP=-2.07, Synergy_Bliss=2.19, Synergy_Loewe=0.104, Synergy_HSA=0.391. (2) Synergy scores: CSS=32.5, Synergy_ZIP=-10.6, Synergy_Bliss=-4.76, Synergy_Loewe=-34.2, Synergy_HSA=-2.61. Drug 2: CCC1(C2=C(COC1=O)C(=O)N3CC4=CC5=C(C=CC(=C5CN(C)C)O)N=C4C3=C2)O.Cl. Drug 1: C1CCC(C(C1)N)N.C(=O)(C(=O)[O-])[O-].[Pt+4]. Cell line: SNB-75. (3) Drug 1: CCC(=C(C1=CC=CC=C1)C2=CC=C(C=C2)OCCN(C)C)C3=CC=CC=C3.C(C(=O)O)C(CC(=O)O)(C(=O)O)O. Drug 2: CS(=O)(=O)CCNCC1=CC=C(O1)C2=CC3=C(C=C2)N=CN=C3NC4=CC(=C(C=C4)OCC5=CC(=CC=C5)F)Cl. Cell line: MDA-MB-435. Synergy scores: CSS=-4.66, Synergy_ZIP=2.92, Synergy_Bliss=0.864, Synergy_Loewe=-2.94, Synergy_HSA=-4.47. (4) Drug 1: CN(C(=O)NC(C=O)C(C(C(CO)O)O)O)N=O. Drug 2: CC(C)NC(=O)C1=CC=C(C=C1)CNNC.Cl. Cell line: TK-10. Synergy scores: CSS=0.528, Synergy_ZIP=0.000538, Synergy_Bliss=0.801, Synergy_Loewe=-1.36, Synergy_HSA=-0.939. (5) Drug 1: CC12CCC3C(C1CCC2O)C(CC4=C3C=CC(=C4)O)CCCCCCCCCS(=O)CCCC(C(F)(F)F)(F)F. Drug 2: C1CC(=O)NC(=O)C1N2C(=O)C3=CC=CC=C3C2=O. Cell line: UO-31. Synergy scores: CSS=-2.53, Synergy_ZIP=2.93, Synergy_Bliss=2.01, Synergy_Loewe=-0.160, Synergy_HSA=-1.92. (6) Synergy scores: CSS=65.3, Synergy_ZIP=-12.5, Synergy_Bliss=-31.9, Synergy_Loewe=-34.6, Synergy_HSA=-32.5. Cell line: RPMI-8226. Drug 2: COC1=C2C(=CC3=C1OC=C3)C=CC(=O)O2. Drug 1: C1=C(C(=O)NC(=O)N1)F. (7) Drug 1: CC1=C2C(C(=O)C3(C(CC4C(C3C(C(C2(C)C)(CC1OC(=O)C(C(C5=CC=CC=C5)NC(=O)OC(C)(C)C)O)O)OC(=O)C6=CC=CC=C6)(CO4)OC(=O)C)OC)C)OC. Drug 2: C1C(C(OC1N2C=NC3=C2NC=NCC3O)CO)O. Cell line: M14. Synergy scores: CSS=30.6, Synergy_ZIP=-4.05, Synergy_Bliss=-8.37, Synergy_Loewe=-17.5, Synergy_HSA=-8.06. (8) Drug 1: CC12CCC(CC1=CCC3C2CCC4(C3CC=C4C5=CN=CC=C5)C)O. Drug 2: CC1C(C(CC(O1)OC2CC(OC(C2O)C)OC3=CC4=CC5=C(C(=O)C(C(C5)C(C(=O)C(C(C)O)O)OC)OC6CC(C(C(O6)C)O)OC7CC(C(C(O7)C)O)OC8CC(C(C(O8)C)O)(C)O)C(=C4C(=C3C)O)O)O)O. Cell line: TK-10. Synergy scores: CSS=4.10, Synergy_ZIP=18.1, Synergy_Bliss=18.7, Synergy_Loewe=18.0, Synergy_HSA=18.0. (9) Drug 1: C1CC(=O)NC(=O)C1N2CC3=C(C2=O)C=CC=C3N. Drug 2: C1C(C(OC1N2C=NC3=C2NC=NCC3O)CO)O. Cell line: UO-31. Synergy scores: CSS=-1.93, Synergy_ZIP=-2.86, Synergy_Bliss=-6.82, Synergy_Loewe=-8.45, Synergy_HSA=-7.08.